From a dataset of Full USPTO retrosynthesis dataset with 1.9M reactions from patents (1976-2016). Predict the reactants needed to synthesize the given product. (1) Given the product [F:20][C:14]1[C:15]([F:19])=[CH:16][CH:17]=[CH:18][C:13]=1[C:12]1[N:11]([C:9]2[CH:10]=[C:6]([C:4]([OH:3])=[O:5])[NH:7][CH:8]=2)[CH:39]=[N:38][CH:37]=1, predict the reactants needed to synthesize it. The reactants are: C([O:3][C:4]([C:6]1[N:7](S(C)(=O)=O)[CH:8]=[C:9]([N:11]=[CH:12][C:13]2[CH:18]=[CH:17][CH:16]=[C:15]([F:19])[C:14]=2[F:20])[CH:10]=1)=[O:5])C.CO.CC1C=CC(S([CH2:37][N+:38]#[C-:39])(=O)=O)=CC=1.C([O-])([O-])=O.[K+].[K+]. (2) Given the product [C:5]([C:4]1[CH:3]=[C:2]([C:1]2[S:14][C:13]3[CH:15]=[CH:16][CH:17]=[CH:18][C:12]=3[C:11](=[O:19])[N:10]=2)[CH:9]=[CH:8][CH:7]=1)#[N:6], predict the reactants needed to synthesize it. The reactants are: [C:1](#[N:10])[C:2]1[CH:9]=[CH:8][CH:7]=[C:4]([C:5]#[N:6])[CH:3]=1.[C:11](OC)(=[O:19])[C:12]1[C:13](=[CH:15][CH:16]=[CH:17][CH:18]=1)[SH:14].C(N(CC)CC)C.